Dataset: Catalyst prediction with 721,799 reactions and 888 catalyst types from USPTO. Task: Predict which catalyst facilitates the given reaction. (1) Reactant: [CH2:1]([N:8]([CH2:23][C:24]1[CH:29]=[CH:28][CH:27]=[CH:26][CH:25]=1)[C@@H:9]([CH2:20][CH2:21][CH3:22])[C:10]([O:12]CC1C=CC=CC=1)=[O:11])[C:2]1[CH:7]=[CH:6][CH:5]=[CH:4][CH:3]=1.[OH-].[Na+].Cl. Product: [CH2:23]([N:8]([CH2:1][C:2]1[CH:3]=[CH:4][CH:5]=[CH:6][CH:7]=1)[C@@H:9]([CH2:20][CH2:21][CH3:22])[C:10]([OH:12])=[O:11])[C:24]1[CH:25]=[CH:26][CH:27]=[CH:28][CH:29]=1. The catalyst class is: 24. (2) Reactant: [H-].[Na+].[CH3:3][O:4][C:5]1[CH:6]=[C:7]([CH:32]=[CH:33][C:34]=1[N+:35]([O-:37])=[O:36])[C:8]([C:10]1[N:18]2[C:13]([CH:14]=[C:15]([NH:19][CH3:20])[CH:16]=[CH:17]2)=[C:12]([C:21]([O:23][CH2:24][C:25]2[CH:30]=[CH:29][CH:28]=[CH:27][CH:26]=2)=[O:22])[C:11]=1[CH3:31])=[O:9].[CH3:38]I.Cl. Product: [CH3:20][N:19]([CH3:38])[C:15]1[CH:16]=[CH:17][N:18]2[C:13]([CH:14]=1)=[C:12]([C:21]([O:23][CH2:24][C:25]1[CH:30]=[CH:29][CH:28]=[CH:27][CH:26]=1)=[O:22])[C:11]([CH3:31])=[C:10]2[C:8](=[O:9])[C:7]1[CH:32]=[CH:33][C:34]([N+:35]([O-:37])=[O:36])=[C:5]([O:4][CH3:3])[CH:6]=1. The catalyst class is: 204. (3) Reactant: [N:1]1([C:7]2[CH:12]=[CH:11][C:10]([NH:13][C:14]([C:16]3[CH:17]=[C:18]([CH:30]=[CH:31][CH:32]=3)[CH2:19][S:20][CH2:21][CH2:22][C:23]([O:25]C(C)(C)C)=[O:24])=[O:15])=[C:9]([C:33](=[O:51])[NH:34][C:35]3[N:40]=[CH:39][C:38]([C:41]4[CH:46]=[CH:45][CH:44]=[C:43]([C:47]([F:50])([F:49])[F:48])[CH:42]=4)=[CH:37][N:36]=3)[CH:8]=2)[CH2:6][CH2:5][CH2:4][CH2:3][CH2:2]1.FC(F)(F)C(O)=O. Product: [N:1]1([C:7]2[CH:12]=[CH:11][C:10]([NH:13][C:14]([C:16]3[CH:17]=[C:18]([CH:30]=[CH:31][CH:32]=3)[CH2:19][S:20][CH2:21][CH2:22][C:23]([OH:25])=[O:24])=[O:15])=[C:9]([C:33](=[O:51])[NH:34][C:35]3[N:36]=[CH:37][C:38]([C:41]4[CH:46]=[CH:45][CH:44]=[C:43]([C:47]([F:50])([F:48])[F:49])[CH:42]=4)=[CH:39][N:40]=3)[CH:8]=2)[CH2:6][CH2:5][CH2:4][CH2:3][CH2:2]1. The catalyst class is: 4. (4) Reactant: C[Si]([N-][Si](C)(C)C)(C)C.[Na+].[Cl:11][C:12]1[CH:17]=[CH:16][C:15]([CH2:18][C:19]([OH:21])=O)=[CH:14][CH:13]=1.[Cl:22][C:23]1[CH:32]=[C:31]([Cl:33])[CH:30]=[CH:29][C:24]=1C(OC)=O. Product: [Cl:11][C:12]1[CH:13]=[CH:14][C:15]([CH2:18][C:19]([C:30]2[CH:29]=[CH:24][C:23]([Cl:22])=[CH:32][C:31]=2[Cl:33])=[O:21])=[CH:16][CH:17]=1. The catalyst class is: 1. (5) Reactant: O.O.[C:3]([OH:8])(=[O:7])[C:4]([OH:6])=[O:5].[C:9]([O:17][CH2:18][CH2:19][CH2:20][N:21]1[C:29]2[C:24](=[CH:25][C:26]([CH2:32][C@H:33]([NH:35][CH2:36][CH2:37][O:38][C:39]3[CH:44]=[CH:43][CH:42]=[CH:41][C:40]=3[O:45][CH2:46][C:47]([F:50])([F:49])[F:48])[CH3:34])=[CH:27][C:28]=2[C:30]#[N:31])[CH2:23][CH2:22]1)(=[O:16])[C:10]1[CH:15]=[CH:14][CH:13]=[CH:12][CH:11]=1. Product: [C:3]([OH:8])(=[O:7])[C:4]([OH:6])=[O:5].[C:9]([O:17][CH2:18][CH2:19][CH2:20][N:21]1[C:29]2[C:24](=[CH:25][C:26]([CH2:32][C@H:33]([NH:35][CH2:36][CH2:37][O:38][C:39]3[CH:44]=[CH:43][CH:42]=[CH:41][C:40]=3[O:45][CH2:46][C:47]([F:50])([F:49])[F:48])[CH3:34])=[CH:27][C:28]=2[C:30]#[N:31])[CH2:23][CH2:22]1)(=[O:16])[C:10]1[CH:15]=[CH:14][CH:13]=[CH:12][CH:11]=1. The catalyst class is: 32.